From a dataset of Reaction yield outcomes from USPTO patents with 853,638 reactions. Predict the reaction yield, written as a fraction of the theoretical maximum amount of product (1.0 means a 100% yield; for example, 0.34 means a 34% yield). (1) The reactants are [CH3:1][C:2]([C:7]1[CH:12]=[CH:11][C:10]([N+:13]([O-])=O)=[CH:9][CH:8]=1)([CH3:6])[CH2:3][C:4]#[N:5]. The catalyst is CO.O=[Pt]=O. The product is [NH2:13][C:10]1[CH:9]=[CH:8][C:7]([C:2]([CH3:6])([CH3:1])[CH2:3][C:4]#[N:5])=[CH:12][CH:11]=1. The yield is 0.970. (2) The reactants are [N:1]1[C:10]2[C:5](=[CH:6][CH:7]=[CH:8][C:9]=2[O:11][C@H:12]([CH3:17])[C:13]([O:15]C)=O)[CH:4]=[CH:3][CH:2]=1.[NH2:18][CH2:19][C@@H:20]([OH:32])[CH2:21][N:22]1[CH2:31][CH2:30][C:29]2[C:24](=[CH:25][CH:26]=[CH:27][CH:28]=2)[CH2:23]1. The catalyst is CCO. The product is [CH2:23]1[C:24]2[C:29](=[CH:28][CH:27]=[CH:26][CH:25]=2)[CH2:30][CH2:31][N:22]1[CH2:21][C@@H:20]([OH:32])[CH2:19][NH:18][C:13](=[O:15])[C@H:12]([O:11][C:9]1[CH:8]=[CH:7][CH:6]=[C:5]2[C:10]=1[N:1]=[CH:2][CH:3]=[CH:4]2)[CH3:17]. The yield is 0.510.